This data is from Forward reaction prediction with 1.9M reactions from USPTO patents (1976-2016). The task is: Predict the product of the given reaction. (1) Given the reactants [F:1][C:2]1[C:10]([O:11][CH3:12])=[C:9]([F:13])[CH:8]=[CH:7][C:3]=1[C:4](O)=[O:5].C(Cl)(=O)C(Cl)=O.C[N:21](C)C=O, predict the reaction product. The product is: [F:1][C:2]1[C:10]([O:11][CH3:12])=[C:9]([F:13])[CH:8]=[CH:7][C:3]=1[C:4]([NH2:21])=[O:5]. (2) Given the reactants [N+:1]([C:4]1[CH:5]=[CH:6][CH:7]=[C:8]2[C:12]=1[NH:11][CH:10]=[C:9]2[C:13]([N:15]1[CH2:21][C:20]2([CH3:23])[CH2:22][CH:16]1[CH2:17][C:18]([CH3:25])([CH3:24])[CH2:19]2)=[O:14])([O-])=O, predict the reaction product. The product is: [NH2:1][C:4]1[CH:5]=[CH:6][CH:7]=[C:8]2[C:12]=1[NH:11][CH:10]=[C:9]2[C:13]([N:15]1[CH2:21][C:20]2([CH3:23])[CH2:22][CH:16]1[CH2:17][C:18]([CH3:25])([CH3:24])[CH2:19]2)=[O:14]. (3) Given the reactants Cl[C:2]1[CH:7]=[C:6]([O:8][C:9]2[C:14]([F:15])=[CH:13][C:12]([NH:16][C:17]([C:19]3[C:20](=[O:35])[N:21]([C:28]4[CH:33]=[CH:32][C:31]([F:34])=[CH:30][CH:29]=4)[CH:22]=[CH:23][C:24]=3[O:25][CH2:26][CH3:27])=[O:18])=[C:11]([F:36])[CH:10]=2)[CH:5]=[CH:4][N:3]=1.[CH3:37][N:38]([CH3:42])[C:39]([NH2:41])=[O:40].C([O-])([O-])=O.[Cs+].[Cs+].CC1(C)C2C(=C(P(C3C=CC=CC=3)C3C=CC=CC=3)C=CC=2)OC2C(P(C3C=CC=CC=3)C3C=CC=CC=3)=CC=CC1=2, predict the reaction product. The product is: [CH3:37][N:38]([CH3:42])[C:39](=[O:40])[NH:41][C:2]1[CH:7]=[C:6]([O:8][C:9]2[C:14]([F:15])=[CH:13][C:12]([NH:16][C:17]([C:19]3[C:20](=[O:35])[N:21]([C:28]4[CH:29]=[CH:30][C:31]([F:34])=[CH:32][CH:33]=4)[CH:22]=[CH:23][C:24]=3[O:25][CH2:26][CH3:27])=[O:18])=[C:11]([F:36])[CH:10]=2)[CH:5]=[CH:4][N:3]=1. (4) Given the reactants [C:1]1([N:7]([C:14]2[CH:19]=[CH:18][CH:17]=[CH:16][CH:15]=2)[C:8]2[CH:13]=[CH:12][CH:11]=[CH:10][CH:9]=2)[CH:6]=[CH:5][CH:4]=[CH:3][CH:2]=1.[Br:20]N1C(=O)CCC1=O, predict the reaction product. The product is: [CH:17]1[CH:16]=[CH:15][C:14]([N:7]([C:1]2[CH:2]=[CH:3][C:4]([Br:20])=[CH:5][CH:6]=2)[C:8]2[CH:13]=[CH:12][CH:11]=[CH:10][CH:9]=2)=[CH:19][CH:18]=1. (5) Given the reactants [CH3:1][O:2][C:3]1[CH:8]=[CH:7][C:6]([N:9]([CH3:17])[CH2:10][CH:11]2[CH2:16][CH2:15][O:14][CH2:13][CH2:12]2)=[CH:5][C:4]=1[N+:18]([O-])=O, predict the reaction product. The product is: [CH3:1][O:2][C:3]1[CH:8]=[CH:7][C:6]([N:9]([CH3:17])[CH2:10][CH:11]2[CH2:12][CH2:13][O:14][CH2:15][CH2:16]2)=[CH:5][C:4]=1[NH2:18]. (6) Given the reactants [C:1]([O:5][C:6]([NH:8][C@@H:9]([CH2:14][CH2:15][C:16]1[CH:21]=[CH:20][CH:19]=[CH:18][CH:17]=1)[CH2:10][C:11]([OH:13])=O)=[O:7])([CH3:4])([CH3:3])[CH3:2].[NH:22]1[CH2:27][CH2:26][O:25][CH2:24][CH2:23]1.CCN=C=NCCCN(C)C.Cl.C1C=CC2N(O)N=NC=2C=1, predict the reaction product. The product is: [O:25]1[CH2:26][CH2:27][N:22]([C:11](=[O:13])[CH2:10][C@@H:9]([NH:8][C:6](=[O:7])[O:5][C:1]([CH3:2])([CH3:3])[CH3:4])[CH2:14][CH2:15][C:16]2[CH:21]=[CH:20][CH:19]=[CH:18][CH:17]=2)[CH2:23][CH2:24]1.